Predict the product of the given reaction. From a dataset of Forward reaction prediction with 1.9M reactions from USPTO patents (1976-2016). (1) Given the reactants [CH3:1][C:2]1([CH3:21])[O:7][C:6](=O)[NH:5][C:4]2[CH:9]=[CH:10][C:11]([C:13]3[CH:14]=[C:15]([CH:18]=[CH:19][CH:20]=3)[C:16]#[N:17])=[CH:12][C:3]1=2.COC1C=CC(P2(SP(C3C=CC(OC)=CC=3)(=S)S2)=[S:31])=CC=1.C(OCC)(=O)C, predict the reaction product. The product is: [CH3:1][C:2]1([CH3:21])[O:7][C:6](=[S:31])[NH:5][C:4]2[CH:9]=[CH:10][C:11]([C:13]3[CH:14]=[C:15]([CH:18]=[CH:19][CH:20]=3)[C:16]#[N:17])=[CH:12][C:3]1=2. (2) Given the reactants [CH3:1][CH2:2][O:3][C:4]([CH:6](P(OCC)(OCC)=O)[F:7])=[O:5].[Cl:16][C:17]1[C:18]([O:35][CH2:36][CH3:37])=[C:19]([C:32](=O)[CH3:33])[CH:20]=[C:21]2[C:26]=1[O:25][C:24]([CH3:28])([CH3:27])[CH:23]=[C:22]2[CH:29]([CH3:31])[CH3:30], predict the reaction product. The product is: [Cl:16][C:17]1[C:18]([O:35][CH2:36][CH3:37])=[C:19](/[C:32](/[CH3:33])=[C:6](/[F:7])\[C:4]([O:3][CH2:2][CH3:1])=[O:5])[CH:20]=[C:21]2[C:26]=1[O:25][C:24]([CH3:28])([CH3:27])[CH:23]=[C:22]2[CH:29]([CH3:30])[CH3:31]. (3) The product is: [Br:3][C:4]1[CH:9]=[CH:8][C:7]([S:10]([CH3:13])(=[N:12][CH3:14])=[O:11])=[CH:6][CH:5]=1. Given the reactants [H-].[Na+].[Br:3][C:4]1[CH:9]=[CH:8][C:7]([S:10]([CH3:13])(=[NH:12])=[O:11])=[CH:6][CH:5]=1.[CH3:14]I, predict the reaction product. (4) Given the reactants [F:1][C:2]1[CH:3]=[C:4]([CH:6]=[CH:7][C:8]=1[CH2:9][C:10]1[CH:15]=[CH:14][N:13]=[C:12]2[NH:16][CH:17]=[CH:18][C:11]=12)[NH2:5].Cl[C:20]1[CH:25]=[C:24]([C:26]([F:29])([F:28])[F:27])[N:23]=[C:22]([NH2:30])[N:21]=1.[OH-].[Na+].CO, predict the reaction product. The product is: [F:1][C:2]1[CH:3]=[C:4]([NH:5][C:20]2[CH:25]=[C:24]([C:26]([F:29])([F:27])[F:28])[N:23]=[C:22]([NH2:30])[N:21]=2)[CH:6]=[CH:7][C:8]=1[CH2:9][C:10]1[CH:15]=[CH:14][N:13]=[C:12]2[NH:16][CH:17]=[CH:18][C:11]=12. (5) Given the reactants NC1C=CC(CO)=CC=1.N([O-])=O.[Na+].Cl.[CH3:15][O:16][C:17]1[CH:18]=[C:19]([OH:23])[CH:20]=[CH:21][CH:22]=1.CC([O-])=O.[Na+].[OH:29][CH2:30][C:31]1[CH:36]=[CH:35][C:34]([N:37]=[N:38]C2C=CC(O)=CC=2)=[CH:33][CH:32]=1, predict the reaction product. The product is: [OH:29][CH2:30][C:31]1[CH:36]=[CH:35][C:34]([N:37]=[N:38][C:22]2[CH:21]=[CH:20][C:19]([OH:23])=[CH:18][C:17]=2[O:16][CH3:15])=[CH:33][CH:32]=1. (6) Given the reactants I[C:2]1[CH:9]=[CH:8][C:5]([CH:6]=[O:7])=[CH:4][CH:3]=1.[OH:10][CH2:11][CH2:12][S:13][S:13][CH2:12][CH2:11][OH:10], predict the reaction product. The product is: [OH:10][CH2:11][CH2:12][S:13][C:2]1[CH:9]=[CH:8][C:5]([CH:6]=[O:7])=[CH:4][CH:3]=1.